Dataset: Full USPTO retrosynthesis dataset with 1.9M reactions from patents (1976-2016). Task: Predict the reactants needed to synthesize the given product. Given the product [CH3:14][O:13][C:5]1[C:6]([CH3:12])=[CH:7][CH:8]=[C:9]2[C:4]=1[N:3]=[C:2]([NH:15][C@H:16]1[CH2:21][CH2:20][C@H:19]([OH:22])[CH2:18][CH2:17]1)[N:11]=[CH:10]2, predict the reactants needed to synthesize it. The reactants are: Cl[C:2]1[N:11]=[CH:10][C:9]2[C:4](=[C:5]([O:13][CH3:14])[C:6]([CH3:12])=[CH:7][CH:8]=2)[N:3]=1.[NH2:15][C@H:16]1[CH2:21][CH2:20][C@H:19]([OH:22])[CH2:18][CH2:17]1.C1CCN2C(=NCCC2)CC1.